This data is from Reaction yield outcomes from USPTO patents with 853,638 reactions. The task is: Predict the reaction yield, written as a fraction of the theoretical maximum amount of product (1.0 means a 100% yield; for example, 0.34 means a 34% yield). (1) The reactants are [Si:1]([O:18][CH2:19][C@H:20]1[NH:24][C:23](=[O:25])[CH2:22][CH2:21]1)([C:14]([CH3:17])([CH3:16])[CH3:15])([C:8]1[CH:13]=[CH:12][CH:11]=[CH:10][CH:9]=1)[C:2]1[CH:7]=[CH:6][CH:5]=[CH:4][CH:3]=1.[C:26](O[C:26]([O:28][C:29]([CH3:32])([CH3:31])[CH3:30])=[O:27])([O:28][C:29]([CH3:32])([CH3:31])[CH3:30])=[O:27]. The catalyst is CN(C)C1C=CN=CC=1.C(#N)C.O. The product is [Si:1]([O:18][CH2:19][C@@H:20]1[CH2:21][CH2:22][C:23](=[O:25])[N:24]1[C:26]([O:28][C:29]([CH3:32])([CH3:31])[CH3:30])=[O:27])([C:14]([CH3:17])([CH3:15])[CH3:16])([C:8]1[CH:13]=[CH:12][CH:11]=[CH:10][CH:9]=1)[C:2]1[CH:7]=[CH:6][CH:5]=[CH:4][CH:3]=1. The yield is 0.560. (2) The reactants are [F:1][C:2]1[C:7]([F:8])=[CH:6][C:5]([C:9]2[CH:14]=[CH:13][C:12]([O:15][CH2:16][C:17]3[C:25]4[O:24][N:23]=[C:22]([O:26]C(C5C=CC=CC=5)(C5C=CC=CC=5)C5C=CC=CC=5)[C:21]=4[CH:20]=[CH:19][CH:18]=3)=[CH:11][CH:10]=2)=[C:4]([O:46][CH3:47])[CH:3]=1.Cl. The catalyst is C1COCC1.CO. The product is [F:1][C:2]1[C:7]([F:8])=[CH:6][C:5]([C:9]2[CH:10]=[CH:11][C:12]([O:15][CH2:16][C:17]3[C:25]4[O:24][N:23]=[C:22]([OH:26])[C:21]=4[CH:20]=[CH:19][CH:18]=3)=[CH:13][CH:14]=2)=[C:4]([O:46][CH3:47])[CH:3]=1. The yield is 0.902. (3) The reactants are C([O:8][C:9]1[CH:20]=[CH:19][C:12]2[C:13](=O)[C:14]([CH3:17])([CH3:16])[O:15][C:11]=2[CH:10]=1)C1C=CC=CC=1.[H][H]. The catalyst is CO.[OH-].[Pd+2].[OH-]. The product is [CH3:16][C:14]1([CH3:17])[CH2:13][C:12]2[CH:19]=[CH:20][C:9]([OH:8])=[CH:10][C:11]=2[O:15]1. The yield is 0.880. (4) The reactants are [Br:1][C:2]1[CH:7]=[CH:6][C:5]([N:8]=[C:9]=S)=[CH:4][CH:3]=1.[NH2:11][C:12]1[CH:17]=[C:16]([O:18][C:19]([F:22])([F:21])[F:20])[CH:15]=[CH:14][C:13]=1[OH:23].C(N(CC)CC)C. The catalyst is O1CCCC1.S([O-])([O-])(=O)=O.[Cu+2]. The product is [Br:1][C:2]1[CH:7]=[CH:6][C:5]([NH:8][C:9]2[O:23][C:13]3[CH:14]=[CH:15][C:16]([O:18][C:19]([F:20])([F:21])[F:22])=[CH:17][C:12]=3[N:11]=2)=[CH:4][CH:3]=1. The yield is 0.510.